Predict the product of the given reaction. From a dataset of Forward reaction prediction with 1.9M reactions from USPTO patents (1976-2016). Given the reactants Cl[C:2]1[CH:3]=[C:4]([CH:9]=[C:10]([C:12]2[CH:17]=[CH:16][C:15]([CH3:18])=[CH:14][C:13]=2[F:19])[N:11]=1)[C:5]([O:7][CH3:8])=[O:6].[NH:20]1[CH2:25][CH2:24][O:23][CH2:22][CH2:21]1.C1(P(C2CCCCC2)C2C=CC=CC=2C2C(C(C)C)=CC(C(C)C)=CC=2C(C)C)CCCCC1.C(=O)([O-])[O-].[Cs+].[Cs+], predict the reaction product. The product is: [F:19][C:13]1[CH:14]=[C:15]([CH3:18])[CH:16]=[CH:17][C:12]=1[C:10]1[CH:9]=[C:4]([CH:3]=[C:2]([N:20]2[CH2:25][CH2:24][O:23][CH2:22][CH2:21]2)[N:11]=1)[C:5]([O:7][CH3:8])=[O:6].